Dataset: NCI-60 drug combinations with 297,098 pairs across 59 cell lines. Task: Regression. Given two drug SMILES strings and cell line genomic features, predict the synergy score measuring deviation from expected non-interaction effect. Cell line: NCI/ADR-RES. Synergy scores: CSS=17.0, Synergy_ZIP=-2.83, Synergy_Bliss=-1.52, Synergy_Loewe=-7.19, Synergy_HSA=-0.414. Drug 1: CC=C1C(=O)NC(C(=O)OC2CC(=O)NC(C(=O)NC(CSSCCC=C2)C(=O)N1)C(C)C)C(C)C. Drug 2: CCC1=C2CN3C(=CC4=C(C3=O)COC(=O)C4(CC)O)C2=NC5=C1C=C(C=C5)O.